From a dataset of Full USPTO retrosynthesis dataset with 1.9M reactions from patents (1976-2016). Predict the reactants needed to synthesize the given product. (1) Given the product [CH:20]([N:13]1[C:14]2[CH:19]=[CH:18][CH:17]=[CH:16][C:15]=2[N:11]([CH2:10][C:8]2[N:7]([CH2:24][CH2:25][CH:26]([CH3:28])[CH3:27])[C:6]3[CH:29]=[CH:30][C:3]([CH2:2][NH:1][C:31](=[O:33])[CH3:32])=[CH:4][C:5]=3[N:9]=2)[C:12]1=[O:23])([CH3:21])[CH3:22], predict the reactants needed to synthesize it. The reactants are: [NH2:1][CH2:2][C:3]1[CH:30]=[CH:29][C:6]2[N:7]([CH2:24][CH2:25][CH:26]([CH3:28])[CH3:27])[C:8]([CH2:10][N:11]3[C:15]4[CH:16]=[CH:17][CH:18]=[CH:19][C:14]=4[N:13]([CH:20]([CH3:22])[CH3:21])[C:12]3=[O:23])=[N:9][C:5]=2[CH:4]=1.[C:31](Cl)(=[O:33])[CH3:32]. (2) Given the product [CH2:1]([O:3][C:4](=[O:8])[C:5](=[O:6])[C:21]1[CH:22]=[CH:23][N:19]([Si:18]([CH:24]([CH3:26])[CH3:25])([CH:27]([CH3:29])[CH3:28])[CH:15]([CH3:16])[CH3:17])[CH:20]=1)[CH3:2], predict the reactants needed to synthesize it. The reactants are: [CH2:1]([O:3][C:4](=[O:8])[C:5](Cl)=[O:6])[CH3:2].N1C=CC=CC=1.[CH:15]([Si:18]([CH:27]([CH3:29])[CH3:28])([CH:24]([CH3:26])[CH3:25])[N:19]1[CH:23]=[CH:22][CH:21]=[CH:20]1)([CH3:17])[CH3:16].C([O-])(O)=O.[Na+]. (3) Given the product [ClH:3].[Cl:3][C:4]1[CH:5]=[C:6]([CH:16]=[CH:17][CH:18]=1)[O:7][C@@H:8]([CH2:13][CH2:14][CH3:15])[CH2:9][CH2:10][NH:11][CH3:12], predict the reactants needed to synthesize it. The reactants are: [NH4+].[Cl-].[Cl:3][C:4]1[CH:5]=[C:6]([CH:16]=[CH:17][CH:18]=1)[O:7][C@@H:8]([CH2:13][CH2:14][CH3:15])[CH2:9][CH2:10][NH:11][CH3:12]. (4) Given the product [CH3:10][N:3]1[CH2:4][CH2:5][CH2:6][C@@:2]1([CH3:1])[C:7]([OH:9])=[O:8], predict the reactants needed to synthesize it. The reactants are: [CH3:1][C@@:2]1([C:7]([OH:9])=[O:8])[CH2:6][CH2:5][CH2:4][NH:3]1.[CH2:10]=O.O.[H][H].